From a dataset of Full USPTO retrosynthesis dataset with 1.9M reactions from patents (1976-2016). Predict the reactants needed to synthesize the given product. (1) Given the product [Br:1][C:2]1[CH:10]=[C:9](/[CH:11]=[CH:12]/[CH:13]([C:18]2[CH:23]=[C:22]([Cl:24])[C:21]([Cl:25])=[C:20]([Cl:26])[CH:19]=2)[C:14]([F:15])([F:16])[F:17])[CH:8]=[CH:7][C:3]=1[C:4]([NH:73][C:69]([CH3:70])([CH3:31])[C:67](=[O:68])[NH:66][CH2:65][C:64]([F:63])([F:74])[F:75])=[O:6], predict the reactants needed to synthesize it. The reactants are: [Br:1][C:2]1[CH:10]=[C:9](/[CH:11]=[CH:12]/[CH:13]([C:18]2[CH:23]=[C:22]([Cl:24])[C:21]([Cl:25])=[C:20]([Cl:26])[CH:19]=2)[C:14]([F:17])([F:16])[F:15])[CH:8]=[CH:7][C:3]=1[C:4]([OH:6])=O.O.N1(O)C2C=CC=C[C:31]=2N=N1.CN(C(ON1N=NC2C=CC=CC1=2)=[N+](C)C)C.F[P-](F)(F)(F)(F)F.Cl.[F:63][C:64]([F:75])([F:74])[CH2:65][NH:66][C:67]([CH:69]([NH2:73])[CH:70](C)C)=[O:68].C(N(C(C)C)CC)(C)C. (2) Given the product [Br:1][C:2]1[CH:3]=[C:4]([C:9](=[O:11])[CH3:10])[CH:5]=[CH:6][C:7]=1[O:8][CH2:16][O:15][CH2:14][CH2:20][O:21][CH3:22], predict the reactants needed to synthesize it. The reactants are: [Br:1][C:2]1[CH:3]=[C:4]([C:9](=[O:11])[CH3:10])[CH:5]=[CH:6][C:7]=1[OH:8].[H-].[Na+].[CH2:14](Cl)[O:15][CH3:16].O.C[CH2:20][O:21][CH2:22]C. (3) Given the product [CH2:1]1[CH:12]2[CH:4]([NH:5][C:6]3[C:7]([C:13]([NH:15][C@H:16]([CH3:21])[C:17]([O:19][CH3:20])=[O:18])=[O:14])=[CH:8][CH:9]=[CH:10][C:11]=32)[CH2:3][CH2:2]1, predict the reactants needed to synthesize it. The reactants are: [CH2:1]1[C:12]2[C:11]3[CH:10]=[CH:9][CH:8]=[C:7]([C:13]([NH:15][C@H:16]([CH3:21])[C:17]([O:19][CH3:20])=[O:18])=[O:14])[C:6]=3[NH:5][C:4]=2[CH2:3][CH2:2]1.Cl. (4) Given the product [CH3:1][O:2][C:3]([C@@H:4]1[CH2:5][O:6][C:16]([CH3:21])([CH3:17])[N:7]1[C:8]([O:10][C:11]([CH3:12])([CH3:14])[CH3:13])=[O:9])=[O:15], predict the reactants needed to synthesize it. The reactants are: [CH3:1][O:2][C:3](=[O:15])[CH:4]([NH:7][C:8]([O:10][C:11]([CH3:14])([CH3:13])[CH3:12])=[O:9])[CH2:5][OH:6].[C:16]1(C)[CH:21]=CC(S(O)(=O)=O)=C[CH:17]=1.C(N(CC)CC)C. (5) Given the product [O:1]=[C:2]([O-:11])[C@@H:3]([C@H:5]([C@@H:7]([CH2:9][OH:10])[OH:8])[OH:6])[OH:4].[K+:26], predict the reactants needed to synthesize it. The reactants are: [O:1]=[CH:2][C@@H:3]([C@H:5]([C@@H:7]([CH2:9][OH:10])[OH:8])[OH:6])[OH:4].[O:11]=C[C@@H]([C@H]([C@H](CO)O)O)O.OP([O-])([O-])=O.[K+:26].[K+].OP([O-])(O)=O.[K+].